This data is from NCI-60 drug combinations with 297,098 pairs across 59 cell lines. The task is: Regression. Given two drug SMILES strings and cell line genomic features, predict the synergy score measuring deviation from expected non-interaction effect. (1) Drug 1: CC12CCC3C(C1CCC2=O)CC(=C)C4=CC(=O)C=CC34C. Drug 2: COC1=CC(=CC(=C1O)OC)C2C3C(COC3=O)C(C4=CC5=C(C=C24)OCO5)OC6C(C(C7C(O6)COC(O7)C8=CC=CS8)O)O. Cell line: HT29. Synergy scores: CSS=29.3, Synergy_ZIP=-0.299, Synergy_Bliss=-2.23, Synergy_Loewe=-4.12, Synergy_HSA=0.0898. (2) Drug 1: CC1=C(C=C(C=C1)C(=O)NC2=CC(=CC(=C2)C(F)(F)F)N3C=C(N=C3)C)NC4=NC=CC(=N4)C5=CN=CC=C5. Drug 2: CN(CCCl)CCCl.Cl. Cell line: MDA-MB-231. Synergy scores: CSS=16.0, Synergy_ZIP=-9.08, Synergy_Bliss=-7.39, Synergy_Loewe=-2.81, Synergy_HSA=-2.09. (3) Drug 1: CC1=C2C(C(=O)C3(C(CC4C(C3C(C(C2(C)C)(CC1OC(=O)C(C(C5=CC=CC=C5)NC(=O)OC(C)(C)C)O)O)OC(=O)C6=CC=CC=C6)(CO4)OC(=O)C)O)C)O. Drug 2: C1CNP(=O)(OC1)N(CCCl)CCCl. Cell line: K-562. Synergy scores: CSS=18.4, Synergy_ZIP=-5.21, Synergy_Bliss=-14.1, Synergy_Loewe=-70.2, Synergy_HSA=-13.2. (4) Drug 1: CC(CN1CC(=O)NC(=O)C1)N2CC(=O)NC(=O)C2. Drug 2: C1CC(C1)(C(=O)O)C(=O)O.[NH2-].[NH2-].[Pt+2]. Cell line: DU-145. Synergy scores: CSS=59.3, Synergy_ZIP=-0.869, Synergy_Bliss=1.32, Synergy_Loewe=-7.54, Synergy_HSA=3.04. (5) Drug 1: C1=NC(=NC(=O)N1C2C(C(C(O2)CO)O)O)N. Drug 2: C1C(C(OC1N2C=NC(=NC2=O)N)CO)O. Synergy scores: CSS=12.9, Synergy_ZIP=-1.13, Synergy_Bliss=-0.339, Synergy_Loewe=2.23, Synergy_HSA=2.67. Cell line: OVCAR3. (6) Drug 1: CC1C(C(CC(O1)OC2CC(OC(C2O)C)OC3=CC4=CC5=C(C(=O)C(C(C5)C(C(=O)C(C(C)O)O)OC)OC6CC(C(C(O6)C)O)OC7CC(C(C(O7)C)O)OC8CC(C(C(O8)C)O)(C)O)C(=C4C(=C3C)O)O)O)O. Drug 2: C1=NC2=C(N=C(N=C2N1C3C(C(C(O3)CO)O)F)Cl)N. Cell line: NCI-H322M. Synergy scores: CSS=50.7, Synergy_ZIP=-0.990, Synergy_Bliss=-5.22, Synergy_Loewe=-4.86, Synergy_HSA=-3.24. (7) Drug 1: COC1=C2C(=CC3=C1OC=C3)C=CC(=O)O2. Drug 2: N.N.Cl[Pt+2]Cl. Cell line: RPMI-8226. Synergy scores: CSS=38.7, Synergy_ZIP=-1.55, Synergy_Bliss=0.591, Synergy_Loewe=-5.67, Synergy_HSA=5.62. (8) Drug 1: CC=C1C(=O)NC(C(=O)OC2CC(=O)NC(C(=O)NC(CSSCCC=C2)C(=O)N1)C(C)C)C(C)C. Drug 2: CN(C(=O)NC(C=O)C(C(C(CO)O)O)O)N=O. Cell line: HOP-62. Synergy scores: CSS=56.4, Synergy_ZIP=0.507, Synergy_Bliss=-4.16, Synergy_Loewe=-69.3, Synergy_HSA=-7.54. (9) Drug 1: COC1=C(C=C2C(=C1)N=CN=C2NC3=CC(=C(C=C3)F)Cl)OCCCN4CCOCC4. Drug 2: CCC1(C2=C(COC1=O)C(=O)N3CC4=CC5=C(C=CC(=C5CN(C)C)O)N=C4C3=C2)O.Cl. Cell line: MALME-3M. Synergy scores: CSS=44.5, Synergy_ZIP=1.40, Synergy_Bliss=3.66, Synergy_Loewe=-0.516, Synergy_HSA=4.37. (10) Drug 1: C1=CC(=CC=C1C#N)C(C2=CC=C(C=C2)C#N)N3C=NC=N3. Drug 2: C1CC(C1)(C(=O)O)C(=O)O.[NH2-].[NH2-].[Pt+2]. Cell line: COLO 205. Synergy scores: CSS=10.9, Synergy_ZIP=-4.34, Synergy_Bliss=-5.42, Synergy_Loewe=-2.76, Synergy_HSA=-2.96.